This data is from Forward reaction prediction with 1.9M reactions from USPTO patents (1976-2016). The task is: Predict the product of the given reaction. (1) Given the reactants F[C:2]1[CH:3]=[C:4]([CH2:12][C:13]([O:15]C(C)(C)C)=[O:14])[CH:5]=[C:6](F)[C:7]=1[N+:8]([O-:10])=[O:9].[CH3:20][O-:21].[Na+].Cl.[CH3:24][OH:25], predict the reaction product. The product is: [CH3:20][O:21][C:6]1[CH:5]=[C:4]([CH2:12][C:13]([OH:15])=[O:14])[CH:3]=[C:2]([O:25][CH3:24])[C:7]=1[N+:8]([O-:10])=[O:9]. (2) Given the reactants OCCN(C)[C:5](=[O:11])[O:6][C:7]([CH3:10])(C)C.[N:13]1C=CC=C[CH:14]=1.[CH:19]1(C([Cl:27])=O)[CH2:24][CH2:23][CH2:22][CH2:21][CH2:20]1, predict the reaction product. The product is: [ClH:27].[CH:19]1([C:5]([O:6][CH2:7][CH2:10][NH:13][CH3:14])=[O:11])[CH2:24][CH2:23][CH2:22][CH2:21][CH2:20]1. (3) Given the reactants Br[C:2]1[CH:3]=[C:4]2[C:8](=[CH:9][CH:10]=1)[N:7]([CH:11]1[CH2:16][CH2:15][CH2:14][CH2:13][O:12]1)[N:6]=[C:5]2[C:17]1[N:22]=[C:21]([O:23][C@@H:24]2[CH2:29][CH2:28][CH2:27][N:26]([C:30]([O:32][C:33]([CH3:36])([CH3:35])[CH3:34])=[O:31])[CH2:25]2)[CH:20]=[N:19][CH:18]=1.[B:37]1([B:37]2[O:41][C:40]([CH3:43])([CH3:42])[C:39]([CH3:45])([CH3:44])[O:38]2)[O:41][C:40]([CH3:43])([CH3:42])[C:39]([CH3:45])([CH3:44])[O:38]1.C([O-])(=O)C.[K+], predict the reaction product. The product is: [O:12]1[CH2:13][CH2:14][CH2:15][CH2:16][CH:11]1[N:7]1[C:8]2[C:4](=[CH:3][C:2]([B:37]3[O:41][C:40]([CH3:43])([CH3:42])[C:39]([CH3:45])([CH3:44])[O:38]3)=[CH:10][CH:9]=2)[C:5]([C:17]2[N:22]=[C:21]([O:23][C@@H:24]3[CH2:29][CH2:28][CH2:27][N:26]([C:30]([O:32][C:33]([CH3:35])([CH3:34])[CH3:36])=[O:31])[CH2:25]3)[CH:20]=[N:19][CH:18]=2)=[N:6]1. (4) Given the reactants Br[C:2]1[CH:7]=[CH:6][CH:5]=[CH:4][C:3]=1[O:8][CH3:9].C([Li])CCC.[C:15](OCC)(=[O:21])[C:16]([O:18][CH2:19][CH3:20])=[O:17].[NH4+].[Cl-], predict the reaction product. The product is: [CH3:9][O:8][C:3]1[CH:4]=[CH:5][CH:6]=[CH:7][C:2]=1[C:15](=[O:21])[C:16]([O:18][CH2:19][CH3:20])=[O:17].